From a dataset of Full USPTO retrosynthesis dataset with 1.9M reactions from patents (1976-2016). Predict the reactants needed to synthesize the given product. (1) The reactants are: I[C:2]1[CH:7]=[CH:6][C:5]([C:8]2[N:9]([C:19]3[CH:20]=[N:21][CH:22]=[CH:23][CH:24]=3)[CH:10]=[C:11]([C:13]3[CH:18]=[CH:17][CH:16]=[CH:15][N:14]=3)[N:12]=2)=[CH:4][CH:3]=1.[NH:25]1[C:33]2[C:28](=[CH:29][CH:30]=[CH:31][CH:32]=2)[CH:27]=[N:26]1.[O-]P([O-])([O-])=O.[K+].[K+].[K+].[C@@H]1(N)CCCC[C@H]1N. Given the product [N:14]1[CH:15]=[CH:16][CH:17]=[CH:18][C:13]=1[C:11]1[N:12]=[C:8]([C:5]2[CH:6]=[CH:7][C:2]([N:25]3[C:33]4[C:28](=[CH:29][CH:30]=[CH:31][CH:32]=4)[CH:27]=[N:26]3)=[CH:3][CH:4]=2)[N:9]([C:19]2[CH:20]=[N:21][CH:22]=[CH:23][CH:24]=2)[CH:10]=1, predict the reactants needed to synthesize it. (2) Given the product [CH:1]1([CH2:7][N:9]2[CH2:14][CH2:13][CH:12]([NH:15][C:16]3[CH:17]=[C:18]4[C:22](=[CH:23][CH:24]=3)[NH:21][N:20]=[CH:19]4)[CH2:11][CH2:10]2)[CH2:2][CH2:3][CH2:4][CH2:5][CH2:6]1, predict the reactants needed to synthesize it. The reactants are: [CH:1]1([C:7]([N:9]2[CH2:14][CH2:13][CH:12]([NH:15][C:16]3[CH:17]=[C:18]4[C:22](=[CH:23][CH:24]=3)[NH:21][N:20]=[CH:19]4)[CH2:11][CH2:10]2)=O)[CH2:6][CH2:5][CH2:4][CH2:3][CH2:2]1.[H-].[Al+3].[Li+].[H-].[H-].[H-].O.[OH-].[Na+]. (3) Given the product [CH:1]([N:4]1[CH2:9][CH2:8][N:7]([CH2:10][CH2:11][CH2:12][CH:13]([NH2:14])[C:16]2[CH:17]=[CH:18][CH:19]=[CH:20][CH:21]=2)[CH2:6][CH2:5]1)([CH3:3])[CH3:2], predict the reactants needed to synthesize it. The reactants are: [CH:1]([N:4]1[CH2:9][CH2:8][N:7]([C:10](=O)[CH2:11][CH2:12][C:13]([C:16]2[CH:21]=[CH:20][CH:19]=[CH:18][CH:17]=2)=[N:14]O)[CH2:6][CH2:5]1)([CH3:3])[CH3:2].[H-].[Al+3].[Li+].[H-].[H-].[H-]. (4) Given the product [C:1]1([S:7]([N:10]2[C:14]3=[N:15][CH:16]=[CH:17][CH:18]=[C:13]3[C:12]([C:23]3[N:28]=[C:27]([NH2:29])[N:26]=[C:25]([NH:30][CH3:31])[CH:24]=3)=[CH:11]2)(=[O:9])=[O:8])[CH:6]=[CH:5][CH:4]=[CH:3][CH:2]=1, predict the reactants needed to synthesize it. The reactants are: [C:1]1([S:7]([N:10]2[C:14]3=[N:15][CH:16]=[CH:17][CH:18]=[C:13]3[C:12](B(O)O)=[CH:11]2)(=[O:9])=[O:8])[CH:6]=[CH:5][CH:4]=[CH:3][CH:2]=1.Cl[C:23]1[N:28]=[C:27]([NH2:29])[N:26]=[C:25]([NH:30][CH3:31])[CH:24]=1. (5) Given the product [CH:3]1([C:7]2[N:8]=[N:9][C:10]([O:26][CH:27]3[CH2:28][CH2:29][N:30]([CH3:33])[CH2:31][CH2:32]3)=[CH:11][C:12]=2[C:13]2[CH:14]=[CH:15][C:16]([O:19][CH:20]3[CH2:25][CH2:24][CH2:23][CH2:22][CH2:21]3)=[CH:17][CH:18]=2)[CH2:6][CH2:36][CH2:35][CH2:5][CH2:4]1, predict the reactants needed to synthesize it. The reactants are: Cl.Cl.[CH:3]1([C:7]2[N:8]=[N:9][C:10]([O:26][CH:27]3[CH2:32][CH2:31][NH:30][CH2:29][CH2:28]3)=[CH:11][C:12]=2[C:13]2[CH:18]=[CH:17][C:16]([O:19][CH:20]3[CH2:25][CH2:24][CH2:23][CH2:22][CH2:21]3)=[CH:15][CH:14]=2)[CH2:6][CH2:5][CH2:4]1.[CH2:33]=O.[C:35](O[BH-](OC(=O)C)OC(=O)C)(=O)[CH3:36]. (6) Given the product [F:33][C:34]1[CH:42]=[C:41]2[C:37]([C:38]([C:52]3[CH:53]=[N:54][N:55]([CH2:57][CH2:58][NH:59][C:25]([NH2:23])=[O:26])[CH:56]=3)=[CH:39][N:40]2[S:43]([C:46]2[CH:47]=[CH:48][CH:49]=[CH:50][CH:51]=2)(=[O:45])=[O:44])=[CH:36][CH:35]=1, predict the reactants needed to synthesize it. The reactants are: FC1C=C2C(C(C3C=N[N:23]([C:25](OC(C)(C)C)=[O:26])C=3)=CN2S(C2C=CC=CC=2)(=O)=O)=CC=1.Cl.[F:33][C:34]1[CH:42]=[C:41]2[C:37]([C:38]([C:52]3[CH:53]=[N:54][N:55]([CH2:57][CH2:58][NH2:59])[CH:56]=3)=[CH:39][N:40]2[S:43]([C:46]2[CH:51]=[CH:50][CH:49]=[CH:48][CH:47]=2)(=[O:45])=[O:44])=[CH:36][CH:35]=1. (7) Given the product [CH3:25][O:22][C:20](=[O:21])[C:17]1[CH:16]=[CH:15][C:14]([C:6]2[C:5]([Cl:9])=[CH:4][N:3]=[C:2]([Cl:1])[N:7]=2)=[CH:19][CH:18]=1, predict the reactants needed to synthesize it. The reactants are: [Cl:1][C:2]1[N:7]=[C:6](Cl)[C:5]([Cl:9])=[CH:4][N:3]=1.COB([C:14]1[CH:19]=[CH:18][C:17]([C:20]([OH:22])=[O:21])=[CH:16][CH:15]=1)O.[Cl-].[Li+].[C:25](=O)([O-])[O-].[Na+].[Na+]. (8) Given the product [C:7]([C:11]1[CH:16]=[CH:15][C:14]([C:25]#[C:24][C:18]2[CH:23]=[CH:22][CH:21]=[CH:20][CH:19]=2)=[CH:13][CH:12]=1)([CH3:10])([CH3:9])[CH3:8], predict the reactants needed to synthesize it. The reactants are: C([O-])([O-])=O.[Cs+].[Cs+].[C:7]([C:11]1[CH:16]=[CH:15][C:14](Cl)=[CH:13][CH:12]=1)([CH3:10])([CH3:9])[CH3:8].[C:18]1([C:24]#[CH:25])[CH:23]=[CH:22][CH:21]=[CH:20][CH:19]=1.C(#N)C. (9) The reactants are: [NH:1]1[CH2:12][CH2:11][NH:10][CH2:9][CH2:8][NH:7][CH2:6][CH2:5][NH:4][CH2:3][CH2:2]1.C([O-])([O-])=O.[Cs+].[Cs+].Cl[CH2:20][C:21]1[N:22]=[N:23][CH:24]=[CH:25][CH:26]=1. Given the product [N:23]1[CH:24]=[CH:25][CH:26]=[C:21]([CH2:20][N:1]2[CH2:12][CH2:11][N:10]([CH2:20][C:21]3[N:22]=[N:23][CH:24]=[CH:25][CH:26]=3)[CH2:9][CH2:8][N:7]([CH2:20][C:21]3[N:22]=[N:23][CH:24]=[CH:25][CH:26]=3)[CH2:6][CH2:5][N:4]([CH2:20][C:21]3[N:22]=[N:23][CH:24]=[CH:25][CH:26]=3)[CH2:3][CH2:2]2)[N:22]=1, predict the reactants needed to synthesize it. (10) Given the product [CH2:1]([O:8][C:9]1[CH:36]=[CH:35][C:12]([O:13][CH2:14][CH2:15][CH2:16][C:17]2[CH:18]=[CH:19][C:20]([O:21][CH2:22][C:23]3[CH:32]=[CH:31][CH:30]=[CH:29][C:24]=3[C:25]([OH:27])=[O:26])=[CH:33][CH:34]=2)=[CH:11][CH:10]=1)[C:2]1[CH:3]=[CH:4][CH:5]=[CH:6][CH:7]=1, predict the reactants needed to synthesize it. The reactants are: [CH2:1]([O:8][C:9]1[CH:36]=[CH:35][C:12]([O:13][CH2:14][CH2:15][CH2:16][C:17]2[CH:34]=[CH:33][C:20]([O:21][CH2:22][C:23]3[CH:32]=[CH:31][CH:30]=[CH:29][C:24]=3[C:25]([O:27]C)=[O:26])=[CH:19][CH:18]=2)=[CH:11][CH:10]=1)[C:2]1[CH:7]=[CH:6][CH:5]=[CH:4][CH:3]=1.[OH-].[Li+].Cl.